This data is from NCI-60 drug combinations with 297,098 pairs across 59 cell lines. The task is: Regression. Given two drug SMILES strings and cell line genomic features, predict the synergy score measuring deviation from expected non-interaction effect. (1) Drug 1: C1C(C(OC1N2C=NC3=C(N=C(N=C32)Cl)N)CO)O. Drug 2: C1=CC=C(C=C1)NC(=O)CCCCCCC(=O)NO. Cell line: SF-295. Synergy scores: CSS=3.63, Synergy_ZIP=-1.37, Synergy_Bliss=-1.71, Synergy_Loewe=-6.63, Synergy_HSA=-3.93. (2) Drug 1: C1=CC=C(C=C1)NC(=O)CCCCCCC(=O)NO. Drug 2: CC(C)NC(=O)C1=CC=C(C=C1)CNNC.Cl. Cell line: DU-145. Synergy scores: CSS=10.6, Synergy_ZIP=1.90, Synergy_Bliss=2.75, Synergy_Loewe=-23.9, Synergy_HSA=-1.99. (3) Drug 1: CCN(CC)CCNC(=O)C1=C(NC(=C1C)C=C2C3=C(C=CC(=C3)F)NC2=O)C. Drug 2: CC(C)NC(=O)C1=CC=C(C=C1)CNNC.Cl. Cell line: MOLT-4. Synergy scores: CSS=6.67, Synergy_ZIP=-2.94, Synergy_Bliss=-4.04, Synergy_Loewe=2.63, Synergy_HSA=-4.10. (4) Drug 1: CC1C(C(CC(O1)OC2CC(OC(C2O)C)OC3=CC4=CC5=C(C(=O)C(C(C5)C(C(=O)C(C(C)O)O)OC)OC6CC(C(C(O6)C)O)OC7CC(C(C(O7)C)O)OC8CC(C(C(O8)C)O)(C)O)C(=C4C(=C3C)O)O)O)O. Drug 2: C1C(C(OC1N2C=NC3=C2NC=NCC3O)CO)O. Cell line: UACC-257. Synergy scores: CSS=26.2, Synergy_ZIP=1.01, Synergy_Bliss=2.33, Synergy_Loewe=-26.6, Synergy_HSA=1.76. (5) Drug 2: C1C(C(OC1N2C=NC3=C2NC=NCC3O)CO)O. Drug 1: CC1=C(C(=CC=C1)Cl)NC(=O)C2=CN=C(S2)NC3=CC(=NC(=N3)C)N4CCN(CC4)CCO. Cell line: NCIH23. Synergy scores: CSS=19.9, Synergy_ZIP=-2.88, Synergy_Bliss=-3.86, Synergy_Loewe=-10.5, Synergy_HSA=-4.11. (6) Drug 2: C(=O)(N)NO. Drug 1: C1=NC2=C(N1)C(=S)N=C(N2)N. Synergy scores: CSS=23.2, Synergy_ZIP=-2.69, Synergy_Bliss=-6.33, Synergy_Loewe=-30.3, Synergy_HSA=-7.12. Cell line: OVCAR-5. (7) Drug 1: C1=NC2=C(N=C(N=C2N1C3C(C(C(O3)CO)O)F)Cl)N. Drug 2: CC1CCC2CC(C(=CC=CC=CC(CC(C(=O)C(C(C(=CC(C(=O)CC(OC(=O)C3CCCCN3C(=O)C(=O)C1(O2)O)C(C)CC4CCC(C(C4)OC)OCCO)C)C)O)OC)C)C)C)OC. Cell line: UACC-257. Synergy scores: CSS=-5.15, Synergy_ZIP=0.834, Synergy_Bliss=-3.09, Synergy_Loewe=-5.79, Synergy_HSA=-6.28. (8) Drug 1: C1CC(C1)(C(=O)O)C(=O)O.[NH2-].[NH2-].[Pt+2]. Synergy scores: CSS=26.1, Synergy_ZIP=-7.54, Synergy_Bliss=-3.13, Synergy_Loewe=-1.93, Synergy_HSA=-1.32. Drug 2: CC1=C2C(C(=O)C3(C(CC4C(C3C(C(C2(C)C)(CC1OC(=O)C(C(C5=CC=CC=C5)NC(=O)OC(C)(C)C)O)O)OC(=O)C6=CC=CC=C6)(CO4)OC(=O)C)O)C)O. Cell line: SF-539. (9) Drug 1: CC1=CC2C(CCC3(C2CCC3(C(=O)C)OC(=O)C)C)C4(C1=CC(=O)CC4)C. Drug 2: CC(C)(C#N)C1=CC(=CC(=C1)CN2C=NC=N2)C(C)(C)C#N. Cell line: OVCAR-4. Synergy scores: CSS=-1.96, Synergy_ZIP=-0.754, Synergy_Bliss=-4.23, Synergy_Loewe=-2.15, Synergy_HSA=-4.11.